From a dataset of Catalyst prediction with 721,799 reactions and 888 catalyst types from USPTO. Predict which catalyst facilitates the given reaction. (1) Reactant: [Br:1][C:2]1[CH:7]=[CH:6][CH:5]=[CH:4][C:3]=1[OH:8].C(=O)([O-])[O-].[K+].[K+].F[C:16]1[CH:23]=[CH:22][CH:21]=[CH:20][C:17]=1[C:18]#[N:19]. Product: [Br:1][C:2]1[CH:7]=[CH:6][CH:5]=[CH:4][C:3]=1[O:8][C:16]1[CH:23]=[CH:22][CH:21]=[CH:20][C:17]=1[C:18]#[N:19]. The catalyst class is: 3. (2) Reactant: [NH2:1][C:2]1[N:7]=[CH:6][N:5]=[C:4]2[N:8]([CH2:25][C@H:26]3[CH2:30][CH2:29][CH2:28][N:27]3C(OC(C)(C)C)=O)[N:9]=[C:10]([C:11]3[CH:16]=[CH:15][C:14]([O:17][C:18]4[CH:23]=[CH:22][CH:21]=[C:20]([F:24])[CH:19]=4)=[CH:13][CH:12]=3)[C:3]=12.FC(F)(F)C(O)=O. Product: [F:24][C:20]1[CH:19]=[C:18]([CH:23]=[CH:22][CH:21]=1)[O:17][C:14]1[CH:15]=[CH:16][C:11]([C:10]2[C:3]3[C:4](=[N:5][CH:6]=[N:7][C:2]=3[NH2:1])[N:8]([CH2:25][C@H:26]3[CH2:30][CH2:29][CH2:28][NH:27]3)[N:9]=2)=[CH:12][CH:13]=1. The catalyst class is: 4.